From a dataset of Forward reaction prediction with 1.9M reactions from USPTO patents (1976-2016). Predict the product of the given reaction. Given the reactants [F:1][C:2]1[C:14]([NH:15][CH2:16][C:17]2[CH:22]=[C:21]([CH3:23])[CH:20]=[C:19]([C:24]3[CH:29]=[CH:28][CH:27]=[C:26]([F:30])[CH:25]=3)[C:18]=2[F:31])=[C:13]([F:32])[CH:12]=[CH:11][C:3]=1[O:4][CH2:5][C:6]([O:8]CC)=[O:7].O[Li].O, predict the reaction product. The product is: [F:1][C:2]1[C:14]([NH:15][CH2:16][C:17]2[CH:22]=[C:21]([CH3:23])[CH:20]=[C:19]([C:24]3[CH:29]=[CH:28][CH:27]=[C:26]([F:30])[CH:25]=3)[C:18]=2[F:31])=[C:13]([F:32])[CH:12]=[CH:11][C:3]=1[O:4][CH2:5][C:6]([OH:8])=[O:7].